From a dataset of Reaction yield outcomes from USPTO patents with 853,638 reactions. Predict the reaction yield, written as a fraction of the theoretical maximum amount of product (1.0 means a 100% yield; for example, 0.34 means a 34% yield). (1) The reactants are [F:1][C:2]1[C:7]([F:8])=[CH:6][CH:5]=[CH:4][C:3]=1[C:9]1[N:45]=[C:12]2[CH:13]=[N:14][N:15]([CH:17]([C:26]3[O:30][N:29]=[C:28]([C:31]4[CH:36]=[CH:35][C:34]([O:37][CH2:38][CH2:39][CH3:40])=[CH:33][C:32]=4[C:41]([F:44])([F:43])[F:42])[CH:27]=3)[C:18]([O:20][CH2:21][CH2:22][C:23]([OH:25])=O)=[O:19])[CH:16]=[C:11]2[N:10]=1.Cl.C([O:51][C:52](=[O:56])[C@H:53]([CH3:55])[NH2:54])(C)(C)C.CN(C(ON1N=NC2C=CC=NC1=2)=[N+](C)C)C.F[P-](F)(F)(F)(F)F.CCN(C(C)C)C(C)C. The catalyst is CC#N. The product is [F:1][C:2]1[C:7]([F:8])=[CH:6][CH:5]=[CH:4][C:3]=1[C:9]1[N:45]=[C:12]2[CH:13]=[N:14][N:15]([CH:17]([C:26]3[O:30][N:29]=[C:28]([C:31]4[CH:36]=[CH:35][C:34]([O:37][CH2:38][CH2:39][CH3:40])=[CH:33][C:32]=4[C:41]([F:43])([F:42])[F:44])[CH:27]=3)[C:18]([O:20][CH2:21][CH2:22][C:23]([NH:54][C@H:53]([C:52]([OH:56])=[O:51])[CH3:55])=[O:25])=[O:19])[CH:16]=[C:11]2[N:10]=1. The yield is 0.850. (2) The reactants are C([O:3][C:4](=O)[CH2:5][C:6]([OH:16])([C:9]1[CH:14]=[CH:13][C:12]([Br:15])=[CH:11][CH:10]=1)[CH2:7][CH3:8])C.[NH3:18]. The catalyst is C(O)C. The product is [OH:16][C:6]([C:9]1[CH:14]=[CH:13][C:12]([Br:15])=[CH:11][CH:10]=1)([CH2:7][CH3:8])[CH2:5][C:4]([NH2:18])=[O:3]. The yield is 0.442. (3) The reactants are [C:12]([O:11][C:9](O[C:9]([O:11][C:12]([CH3:15])([CH3:14])[CH3:13])=[O:10])=[O:10])([CH3:15])([CH3:14])[CH3:13].C(N(CC)CC)C.[NH2:23][CH2:24][C:25]1[CH:26]=[CH:27][C:28]([Br:31])=[N:29][CH:30]=1. The catalyst is ClCCl. The product is [Br:31][C:28]1[CH:27]=[CH:26][C:25]([CH2:24][NH:23][C:9]([O:11][C:12]([CH3:13])([CH3:14])[CH3:15])=[O:10])=[CH:30][N:29]=1. The yield is 0.620.